Dataset: Experimentally validated miRNA-target interactions with 360,000+ pairs, plus equal number of negative samples. Task: Binary Classification. Given a miRNA mature sequence and a target amino acid sequence, predict their likelihood of interaction. (1) The miRNA is rno-miR-144-3p with sequence UACAGUAUAGAUGAUGUACU. The protein sequence of the target gene is MCDEDETTALVCDNGSGLVKAGFAGDDAPRAVFPSIVGRPRHQGVMVGMGQKDSYVGDEAQSKRGILTLKYPIEHGIITNWDDMEKIWHHTFYNELRVAPEEHPTLLTEAPLNPKANREKMTQIMFETFNVPAMYVAIQAVLSLYASGRTTGIVLDSGDGVTHNVPIYEGYALPHAIMRLDLAGRDLTDYLMKILTERGYSFVTTAEREIVRDIKEKLCYVALDFENEMATAASSSSLEKSYELPDGQVITIGNERFRCPETLFQPSFIGMESAGIHETTYNSIMKCDIDIRKDLYANNV.... Result: 0 (no interaction). (2) The miRNA is hsa-miR-1269b with sequence CUGGACUGAGCCAUGCUACUGG. The protein sequence of the target gene is MMHFKSGLELTELQNMTVPEDDNISNDSNDFTEVENGQINSKFISDRESRRSLTNSHLEKKKCDEYIPGTTSLGMSVFNLSNAIMGSGILGLAFALANTGILLFLVLLTSVTLLSIYSINLLLICSKETGCMVYEKLGEQVFGTTGKFVIFGATSLQNTGAMLSYLFIVKNELPSAIKFLMGKEETFSAWYVDGRVLVVIVTFGIILPLCLLKNLGYLGYTSGFSLSCMVFFLIVVIYKKFQIPCIVPELNSTISANSTNADTCTPKYVTFNSKTVYALPTIAFAFVCHPSVLPIYSELK.... Result: 0 (no interaction).